Dataset: Forward reaction prediction with 1.9M reactions from USPTO patents (1976-2016). Task: Predict the product of the given reaction. (1) Given the reactants [NH2:1][C@@H:2]([CH2:5][CH2:6][CH3:7])[CH2:3][OH:4].[CH3:8][O:9][C:10]1[CH:15]=[CH:14][C:13]([N:16]=[C:17]=[O:18])=[CH:12][CH:11]=1.CO, predict the reaction product. The product is: [OH:4][CH2:3][C@@H:2]([NH:1][C:17]([NH:16][C:13]1[CH:14]=[CH:15][C:10]([O:9][CH3:8])=[CH:11][CH:12]=1)=[O:18])[CH2:5][CH2:6][CH3:7]. (2) Given the reactants [CH3:1][CH:2]1[CH2:7][NH:6][CH2:5][CH2:4][NH:3]1.C(N(CC)CC)C.[CH3:15][C:16]([O:19][C:20](O[C:20]([O:19][C:16]([CH3:18])([CH3:17])[CH3:15])=[O:21])=[O:21])([CH3:18])[CH3:17], predict the reaction product. The product is: [CH3:1][CH:2]1[NH:3][CH2:4][CH2:5][N:6]([C:20]([O:19][C:16]([CH3:18])([CH3:17])[CH3:15])=[O:21])[CH2:7]1. (3) Given the reactants [CH:1]1([CH2:5][O:6][C:7]2[CH:15]=[CH:14][CH:13]=[C:12]3[C:8]=2[CH:9]=[C:10]([C:16]([OH:18])=[O:17])[NH:11]3)[CH2:4][CH2:3][CH2:2]1.[CH3:19][O:20][C:21]1C=CC(CCO)=[CH:23][CH:22]=1.C(OC(C1NC2C(C=1)=C(O)C=CC=2)=O)C, predict the reaction product. The product is: [CH3:19][O:20][C:21]1[CH:2]=[CH:3][C:4]([CH2:1][CH2:5][O:6][C:7]2[CH:15]=[CH:14][CH:13]=[C:12]3[C:8]=2[CH:9]=[C:10]([C:16]([OH:18])=[O:17])[NH:11]3)=[CH:23][CH:22]=1. (4) Given the reactants [Br:1][CH2:2][C:3]1[CH:12]=[CH:11][C:10]2[C:5](=[CH:6][CH:7]=[C:8](F)[CH:9]=2)[N:4]=1.[C:14]([O:18][C:19]([O:21]C1C=C2C(=CC=1)N=C(C)C=C2)=[O:20])([CH3:17])([CH3:16])[CH3:15], predict the reaction product. The product is: [Br:1][CH2:2][C:3]1[CH:12]=[CH:11][C:10]2[C:5](=[CH:6][CH:7]=[C:8]([O:21][C:19]([O:18][C:14]([CH3:17])([CH3:16])[CH3:15])=[O:20])[CH:9]=2)[N:4]=1. (5) The product is: [C:21]([O:20][C:18](=[O:19])[N:2]([C@H:3]1[CH2:8][CH2:7][C@H:6]([OH:9])[CH2:5][CH2:4]1)[CH3:1])([CH3:22])([CH3:23])[CH3:24]. Given the reactants [CH3:1][NH:2][C@H:3]1[CH2:8][CH2:7][C@H:6]([OH:9])[CH2:5][CH2:4]1.[C:21]([O:20][C:18](O[C:18]([O:20][C:21]([CH3:24])([CH3:23])[CH3:22])=[O:19])=[O:19])([CH3:24])([CH3:23])[CH3:22], predict the reaction product. (6) Given the reactants [CH:1]([N:3]([CH2:10][CH2:11][CH2:12][CH2:13]C(O)=O)[C:4]1[CH:9]=[CH:8][CH:7]=[CH:6][N:5]=1)=[O:2].[C:17]([N:25]1[C:30]2[CH:31]=[C:32]([NH2:35])[CH:33]=[CH:34][C:29]=2[O:28][CH:27]([CH2:36][C:37]([O:39][CH3:40])=[O:38])[CH2:26]1)(=[O:24])[C:18]1[CH:23]=[CH:22][CH:21]=[CH:20][CH:19]=1.CCN=C=NCCCN(C)C.Cl.Cl.[OH2:54], predict the reaction product. The product is: [C:17]([N:25]1[C:30]2[CH:31]=[C:32]([NH:35][C:13](=[O:54])[CH2:12][CH2:11][CH2:10][N:3]([CH:1]=[O:2])[C:4]3[CH:9]=[CH:8][CH:7]=[CH:6][N:5]=3)[CH:33]=[CH:34][C:29]=2[O:28][CH:27]([CH2:36][C:37]([O:39][CH3:40])=[O:38])[CH2:26]1)(=[O:24])[C:18]1[CH:23]=[CH:22][CH:21]=[CH:20][CH:19]=1.